Dataset: Reaction yield outcomes from USPTO patents with 853,638 reactions. Task: Predict the reaction yield, written as a fraction of the theoretical maximum amount of product (1.0 means a 100% yield; for example, 0.34 means a 34% yield). (1) The reactants are [C:1]([C:5]1[N:6]=[C:7]([NH:10][C:11]([C:13]2[CH:41]=[CH:40][N:16]3[C:17](=[O:39])[C:18](/[CH:34]=[CH:35]/[C:36]([OH:38])=[O:37])=[C:19]([N:21]4[CH2:26][CH2:25][CH2:24][C@@H:23]([O:27][C:28]([NH:30][CH2:31][CH2:32]Cl)=[O:29])[CH2:22]4)[N:20]=[C:15]3[CH:14]=2)=[O:12])[S:8][CH:9]=1)([CH3:4])([CH3:3])[CH3:2]. The catalyst is N1C=CC=CC=1. The product is [C:1]([C:5]1[N:6]=[C:7]([NH:10][C:11]([C:13]2[CH:41]=[CH:40][N:16]3[C:17](=[O:39])[C:18](/[CH:34]=[CH:35]/[C:36]([OH:38])=[O:37])=[C:19]([N:21]4[CH2:26][CH2:25][CH2:24][C@@H:23]([O:27][C:28]([NH:30][CH2:31][CH2:32][N:16]5[CH:15]=[CH:14][CH:13]=[CH:41][CH2:40]5)=[O:29])[CH2:22]4)[N:20]=[C:15]3[CH:14]=2)=[O:12])[S:8][CH:9]=1)([CH3:4])([CH3:3])[CH3:2]. The yield is 0.410. (2) The reactants are [Cl:1][C:2]1[S:6][C:5]([C:7]([NH:9][NH:10][C:11](=[S:19])[NH:12][C:13]2[CH:18]=[CH:17][CH:16]=[CH:15][CH:14]=2)=[O:8])=[CH:4][CH:3]=1.[C:20]([O-])(=O)[CH3:21].[Na+].BrCCBr. The catalyst is C(O)C. The product is [Cl:1][C:2]1[S:6][C:5]([C:7]([NH:9][N:10]=[C:11]2[N:12]([C:13]3[CH:14]=[CH:15][CH:16]=[CH:17][CH:18]=3)[CH2:21][CH2:20][S:19]2)=[O:8])=[CH:4][CH:3]=1. The yield is 0.110. (3) The reactants are [Si:1]([O:8][CH2:9][CH:10]([CH2:13][OH:14])[O:11][CH3:12])([C:4]([CH3:7])([CH3:6])[CH3:5])([CH3:3])[CH3:2].[C:15](Cl)(=[O:33])[CH2:16][CH2:17][CH2:18][CH2:19][CH2:20][CH2:21][CH2:22]/[CH:23]=[CH:24]\[CH2:25][CH2:26][CH2:27][CH2:28][CH2:29][CH2:30][CH2:31][CH3:32].N1C=CC=CC=1. The catalyst is C(Cl)Cl. The product is [Si:1]([O:8][CH2:9][CH:10]([CH2:13][O:14][C:15](=[O:33])[CH2:16][CH2:17][CH2:18][CH2:19][CH2:20][CH2:21][CH2:22]/[CH:23]=[CH:24]\[CH2:25][CH2:26][CH2:27][CH2:28][CH2:29][CH2:30][CH2:31][CH3:32])[O:11][CH3:12])([C:4]([CH3:7])([CH3:6])[CH3:5])([CH3:3])[CH3:2]. The yield is 0.990. (4) The reactants are [CH2:1]([N:3]1[C:7](O)=[N:6][C:5]([C:9]2[CH:10]=[N:11][CH:12]=[CH:13][CH:14]=2)=[N:4]1)[CH3:2].P(Br)(Br)([Br:17])=O.C(=O)(O)[O-].[Na+]. No catalyst specified. The product is [Br:17][C:7]1[N:3]([CH2:1][CH3:2])[N:4]=[C:5]([C:9]2[CH:10]=[N:11][CH:12]=[CH:13][CH:14]=2)[N:6]=1. The yield is 0.502. (5) The reactants are C[Al](C)C.CCCCCC.Cl.[C:12]1([C:21]2[C:16](=[CH:17][CH:18]=[CH:19][CH:20]=2)[CH2:15][O:14]1)=[O:13].C(C(C([C:29]([O-:31])=O)O)O)([O-])=O.[K+].[Na+].[CH3:34][C:35]([Si:38](Cl)([CH3:40])[CH3:39])([CH3:37])[CH3:36].[NH:42]1C=CN=[CH:43]1. The catalyst is C(Cl)Cl.O. The product is [Si:38]([O:14][CH2:15][C:16]1[CH:17]=[CH:18][CH:19]=[CH:20][C:21]=1[C:12]([N:42]([O:31][CH3:29])[CH3:43])=[O:13])([C:35]([CH3:37])([CH3:36])[CH3:34])([CH3:40])[CH3:39]. The yield is 0.600. (6) The reactants are BrC1C=C(C2C=CC=C(C3C=N[C:21]4[C:16](=[C:17]5C=CC=[CH:28][C:18]5=[C:19]5C=CC=[CH:24][C:20]5=4)N=3)C=2)C=CC=1.N1C2C(=C3C=CC=CC3=C3C=CC=CC3=2)N=C[C:33]=1C1C=C(C2C=CC=C(B3OC(C)(C)C(C)(C)O3)C=2)C=CC=1.CC1C=CC=CC=1P(C1C=CC=CC=1C)C1C=CC=CC=1C.C(=O)([O-])[O-].[K+].[K+]. The catalyst is CC([O-])=O.CC([O-])=O.[Pd+2].C(O)C.C1(C)C=CC=CC=1. The product is [C:16]1([CH3:33])[CH:17]=[C:18]([CH3:28])[CH:19]=[C:20]([CH3:24])[CH:21]=1. The yield is 0.730. (7) The reactants are [NH2:1][CH2:2][CH:3]([CH:14]1[CH2:19][CH2:18][N:17]([C:20]2[N:25]=[CH:24][N:23]=[C:22]([NH2:26])[C:21]=2[Br:27])[CH2:16][CH2:15]1)[C:4]1[CH:9]=[CH:8][C:7]([C:10]([F:13])([F:12])[F:11])=[CH:6][CH:5]=1.[C:28](O[C:28]([O:30][C:31]([CH3:34])([CH3:33])[CH3:32])=[O:29])([O:30][C:31]([CH3:34])([CH3:33])[CH3:32])=[O:29]. The catalyst is C1COCC1. The product is [C:31]([O:30][C:28](=[O:29])[NH:1][CH2:2][CH:3]([CH:14]1[CH2:19][CH2:18][N:17]([C:20]2[C:21]([Br:27])=[C:22]([NH2:26])[N:23]=[CH:24][N:25]=2)[CH2:16][CH2:15]1)[C:4]1[CH:9]=[CH:8][C:7]([C:10]([F:12])([F:13])[F:11])=[CH:6][CH:5]=1)([CH3:34])([CH3:33])[CH3:32]. The yield is 0.670.